Predict the product of the given reaction. From a dataset of Forward reaction prediction with 1.9M reactions from USPTO patents (1976-2016). (1) Given the reactants [CH2:1]([C:3]1[CH:8]=[CH:7][C:6]([CH2:9][C:10]2[C:11]([O:16][C@@H:17]3[O:25][C@H:24]([CH2:26][OH:27])[C@@H:22]([OH:23])[C@H:20]([OH:21])[C@H:18]3[OH:19])=[N:12][NH:13][C:14]=2[CH3:15])=[CH:5][CH:4]=1)[CH3:2].I[CH2:29][CH3:30], predict the reaction product. The product is: [CH2:29]([N:13]1[C:14]([CH3:15])=[C:10]([CH2:9][C:6]2[CH:7]=[CH:8][C:3]([CH2:1][CH3:2])=[CH:4][CH:5]=2)[C:11]([O:16][CH:17]2[O:25][C@H:24]([CH2:26][OH:27])[C@@H:22]([OH:23])[C@H:20]([OH:21])[C@H:18]2[OH:19])=[N:12]1)[CH3:30]. (2) Given the reactants Cl[C:2]1[S:3][C:4]2[CH:10]=[C:9]([O:11][C:12]([F:15])([F:14])[F:13])[CH:8]=[CH:7][C:5]=2[N:6]=1.[CH3:16][NH:17][CH2:18][C:19]#[CH:20], predict the reaction product. The product is: [CH3:16][N:17]([CH2:18][C:19]#[CH:20])[C:2]1[S:3][C:4]2[CH:10]=[C:9]([O:11][C:12]([F:15])([F:14])[F:13])[CH:8]=[CH:7][C:5]=2[N:6]=1. (3) Given the reactants [H-].[Al+3].[Li+].[H-].[H-].[H-].[CH3:7][O:8][C:9]1[CH:14]=[CH:13][CH:12]=[C:11]([N+:15]([O-])=O)[C:10]=1[NH:18][C:19](=O)[CH2:20][N:21]1[CH2:26][CH2:25][O:24][CH2:23][CH2:22]1.O.[OH-].[Na+], predict the reaction product. The product is: [CH3:7][O:8][C:9]1[CH:14]=[CH:13][CH:12]=[C:11]([NH2:15])[C:10]=1[NH:18][CH2:19][CH2:20][N:21]1[CH2:26][CH2:25][O:24][CH2:23][CH2:22]1. (4) Given the reactants Cl[S:2]([C:5]1[CH:6]=[C:7]([CH:11]=[CH:12][C:13]=1[F:14])[C:8]([OH:10])=[O:9])(=O)=O.O.O.Cl[Sn]Cl.C(=O)(O)[O-].[Na+], predict the reaction product. The product is: [F:14][C:13]1[CH:12]=[CH:11][C:7]([C:8]([OH:10])=[O:9])=[CH:6][C:5]=1[SH:2]. (5) Given the reactants C(OC([NH:8][C:9]1[C:10]([Cl:33])=[C:11]([N:17]2[CH2:22][CH2:21][CH:20]3[N:23]([C:26]([O:28][C:29]([CH3:32])([CH3:31])[CH3:30])=[O:27])[CH2:24][CH2:25][CH:19]3[CH2:18]2)[CH:12]=[C:13]([C:15]#[N:16])[CH:14]=1)=O)(C)(C)C.C(O)(C(F)(F)F)=O.ClC(Cl)C.C(N(CC)CC)C.CC(OC(OC(OC(C)(C)C)=O)=O)(C)C, predict the reaction product. The product is: [NH2:8][C:9]1[C:10]([Cl:33])=[C:11]([N:17]2[CH2:22][CH2:21][CH:20]3[N:23]([C:26]([O:28][C:29]([CH3:31])([CH3:30])[CH3:32])=[O:27])[CH2:24][CH2:25][CH:19]3[CH2:18]2)[CH:12]=[C:13]([C:15]#[N:16])[CH:14]=1. (6) Given the reactants [NH:1]1[C:5]2=[N+:6]([O-:10])[CH:7]=[CH:8][CH:9]=[C:4]2[CH:3]=[CH:2]1.S(=O)(=O)(O)O.O.[N+:17]([O-])([OH:19])=[O:18], predict the reaction product. The product is: [N+:17]([C:9]1[CH:8]=[CH:7][N+:6]([O-:10])=[C:5]2[NH:1][CH:2]=[CH:3][C:4]=12)([O-:19])=[O:18]. (7) Given the reactants [CH3:1][C:2]1[N:3]=[CH:4][S:5][C:6]=1[CH3:7].[Li]CCCC.[Br-].[Mg+2].[Br-].CON(C)[C:19]([C:21]1[C:30](=[O:31])[C:29]2[C:24](=[CH:25][CH:26]=[CH:27][CH:28]=2)[N:23]([CH2:32][C:33]2[CH:38]=[CH:37][CH:36]=[C:35]([Br:39])[N:34]=2)[CH:22]=1)=[O:20], predict the reaction product. The product is: [Br:39][C:35]1[N:34]=[C:33]([CH2:32][N:23]2[C:24]3[C:29](=[CH:28][CH:27]=[CH:26][CH:25]=3)[C:30](=[O:31])[C:21]([C:19]([C:4]3[S:5][C:6]([CH3:7])=[C:2]([CH3:1])[N:3]=3)=[O:20])=[CH:22]2)[CH:38]=[CH:37][CH:36]=1. (8) Given the reactants [Cl:1][C:2]1[N:11]=[CH:10][C:9]2[NH:8][CH2:7][C@@H:6]3[CH2:12][O:13][CH2:14][CH2:15][N:5]3[C:4]=2[N:3]=1.CC(C)([O-])C.[Na+].Br[CH2:23][CH2:24][CH:25]1[O:29][CH2:28][CH2:27][O:26]1, predict the reaction product. The product is: [O:26]1[CH2:27][CH2:28][O:29][CH:25]1[CH2:24][CH2:23][N:8]1[CH2:7][C@@H:6]2[CH2:12][O:13][CH2:14][CH2:15][N:5]2[C:4]2[N:3]=[C:2]([Cl:1])[N:11]=[CH:10][C:9]1=2. (9) Given the reactants Cl.[CH2:2]([O:4][C:5](=[O:17])[C@H:6]([CH2:8][S:9][CH2:10][C:11]1[CH:16]=[CH:15][CH:14]=[CH:13][CH:12]=1)[NH2:7])[CH3:3].[C:18]([NH:25][C:26]([CH3:31])([C:28](O)=[O:29])[CH3:27])([O:20][C:21]([CH3:24])([CH3:23])[CH3:22])=[O:19].C(N(CC)CC)C.ON1C2C=CC=CC=2N=N1.CCN=C=NCCCN(C)C.Cl, predict the reaction product. The product is: [CH2:2]([O:4][C:5](=[O:17])[C@H:6]([CH2:8][S:9][CH2:10][C:11]1[CH:16]=[CH:15][CH:14]=[CH:13][CH:12]=1)[NH:7][C:28](=[O:29])[C:26]([NH:25][C:18]([O:20][C:21]([CH3:24])([CH3:23])[CH3:22])=[O:19])([CH3:31])[CH3:27])[CH3:3]. (10) The product is: [Cl:1][C:2]1[C:3]([C:8]2[CH:13]=[CH:12][C:11]([CH:14]=[O:16])=[CH:10][CH:9]=2)=[N:4][CH:5]=[CH:6][CH:7]=1. Given the reactants [Cl:1][C:2]1[C:3]([C:8]2[CH:13]=[CH:12][C:11]([CH3:14])=[CH:10][CH:9]=2)=[N:4][CH:5]=[CH:6][CH:7]=1.C[OH:16], predict the reaction product.